This data is from Forward reaction prediction with 1.9M reactions from USPTO patents (1976-2016). The task is: Predict the product of the given reaction. (1) The product is: [CH3:59][O:60][C:61]1[CH:62]=[C:63]([CH:67]=[CH:68][C:69]=1[O:70][CH3:71])[C:64]([NH:34][C:35]1[CH:36]=[CH:37][C:38]([C:41]2[CH:49]=[C:48]3[C:44]([CH2:45][N:46]([C@@H:51]([CH:56]([CH3:58])[CH3:57])[C:52]([O:54][CH3:55])=[O:53])[C:47]3=[O:50])=[CH:43][CH:42]=2)=[CH:39][CH:40]=1)=[O:65]. Given the reactants C(NC1C=CC(C2C=C3C(CN([C@@H](C(C)C)C(OC)=O)C3=O)=CC=2)=CC=1)(=O)C1C=CC=CC=1.[NH2:34][C:35]1[CH:40]=[CH:39][C:38]([C:41]2[CH:49]=[C:48]3[C:44]([CH2:45][N:46]([C@@H:51]([CH:56]([CH3:58])[CH3:57])[C:52]([O:54][CH3:55])=[O:53])[C:47]3=[O:50])=[CH:43][CH:42]=2)=[CH:37][CH:36]=1.[CH3:59][O:60][C:61]1[CH:62]=[C:63]([CH:67]=[CH:68][C:69]=1[O:70][CH3:71])[C:64](Cl)=[O:65], predict the reaction product. (2) Given the reactants [F:1][C:2]1[CH:7]=[CH:6][CH:5]=[CH:4][C:3]=1[S:8]([NH:11][C:12]1[CH:17]=[CH:16][CH:15]=[CH:14][C:13]=1[CH:18]1[C:27]([CH3:29])([CH3:28])[CH2:26][C:25]2[C:20](=[CH:21][CH:22]=[C:23]([C:30]([O:32]C)=[O:31])[CH:24]=2)[NH:19]1)(=[O:10])=[O:9].[OH-].[Na+], predict the reaction product. The product is: [F:1][C:2]1[CH:7]=[CH:6][CH:5]=[CH:4][C:3]=1[S:8]([NH:11][C:12]1[CH:17]=[CH:16][CH:15]=[CH:14][C:13]=1[CH:18]1[C:27]([CH3:28])([CH3:29])[CH2:26][C:25]2[C:20](=[CH:21][CH:22]=[C:23]([C:30]([OH:32])=[O:31])[CH:24]=2)[NH:19]1)(=[O:10])=[O:9]. (3) Given the reactants Br[C:2]1[C:3]([C:9]([O:11][CH3:12])=[O:10])=[N:4][C:5]([CH3:8])=[CH:6][CH:7]=1.[CH3:13][C:14]1[C:15]([Sn](CCCC)(CCCC)CCCC)=[N:16][CH:17]=[CH:18][CH:19]=1, predict the reaction product. The product is: [CH3:13][C:14]1[C:15]([C:2]2[C:3]([C:9]([O:11][CH3:12])=[O:10])=[N:4][C:5]([CH3:8])=[CH:6][CH:7]=2)=[N:16][CH:17]=[CH:18][CH:19]=1.